Regression. Given a peptide amino acid sequence and an MHC pseudo amino acid sequence, predict their binding affinity value. This is MHC class II binding data. From a dataset of Peptide-MHC class II binding affinity with 134,281 pairs from IEDB. (1) The peptide sequence is AAATWGTTVYGAFAA. The MHC is HLA-DQA10401-DQB10402 with pseudo-sequence HLA-DQA10401-DQB10402. The binding affinity (normalized) is 0.406. (2) The MHC is DRB5_0101 with pseudo-sequence DRB5_0101. The peptide sequence is ILKGVINIWGSGLLQ. The binding affinity (normalized) is 0.506. (3) The peptide sequence is AAAGLAAAAPLESRQ. The MHC is DRB1_1101 with pseudo-sequence DRB1_1101. The binding affinity (normalized) is 0.369.